Predict which catalyst facilitates the given reaction. From a dataset of Catalyst prediction with 721,799 reactions and 888 catalyst types from USPTO. (1) Reactant: [CH3:1][C:2]([C:6]1[CH:11]=[CH:10][C:9]([CH3:12])=[CH:8][CH:7]=1)([CH3:5])[C:3]#[N:4].[O-:13][Mn](=O)(=O)=O.[K+].[OH2:19]. Product: [C:3]([C:2]([C:6]1[CH:7]=[CH:8][C:9]([C:12]([OH:13])=[O:19])=[CH:10][CH:11]=1)([CH3:1])[CH3:5])#[N:4]. The catalyst class is: 17. (2) Reactant: [CH:1]1[CH:6]=[CH:5][NH+:4]=[CH:3][CH:2]=1.[CH:7]1[CH:12]=[CH:11][NH+:10]=[CH:9][CH:8]=1.[O-:13][Cr:14]([O:17][Cr:18]([O-:21])(=[O:20])=[O:19])(=[O:16])=[O:15].[Na].Cl. Product: [CH:1]1[CH:6]=[CH:5][NH+:4]=[CH:3][CH:2]=1.[CH:7]1[CH:12]=[CH:11][NH+:10]=[CH:9][CH:8]=1.[O-:16][Cr:14]([O:17][Cr:18]([O-:21])(=[O:20])=[O:19])(=[O:15])=[O:13]. The catalyst class is: 6. (3) Reactant: CC1(C)[O:6][C@@H:5]([CH2:7][CH2:8][NH:9][C:10]([CH:12]2[CH:16]([C:17]3[CH:22]=[CH:21][CH:20]=[C:19]([Cl:23])[C:18]=3[F:24])[C:15]([C:27]3[CH:32]=[CH:31][C:30]([Cl:33])=[CH:29][C:28]=3[F:34])([C:25]#[N:26])[CH:14]([CH2:35][C:36]([CH3:43])([CH3:42])[CH2:37][CH2:38][N:39]=[N+:40]=[N-:41])[NH:13]2)=[O:11])[CH2:4][O:3]1.Cl. Product: [OH:6][C@H:5]([CH2:4][OH:3])[CH2:7][CH2:8][NH:9][C:10]([CH:12]1[CH:16]([C:17]2[CH:22]=[CH:21][CH:20]=[C:19]([Cl:23])[C:18]=2[F:24])[C:15]([C:27]2[CH:32]=[CH:31][C:30]([Cl:33])=[CH:29][C:28]=2[F:34])([C:25]#[N:26])[CH:14]([CH2:35][C:36]([CH3:42])([CH3:43])[CH2:37][CH2:38][N:39]=[N+:40]=[N-:41])[NH:13]1)=[O:11]. The catalyst class is: 7. (4) Reactant: C(N(C(C)C)CC)(C)C.[CH3:10][NH:11][CH3:12].[Br:13][C:14]1[CH:19]=[CH:18][C:17]([S:20](Cl)(=[O:22])=[O:21])=[CH:16][C:15]=1[CH3:24]. Product: [Br:13][C:14]1[CH:19]=[CH:18][C:17]([S:20]([N:11]([CH3:12])[CH3:10])(=[O:22])=[O:21])=[CH:16][C:15]=1[CH3:24]. The catalyst class is: 7. (5) Reactant: [CH2:1](B1C2CCCC1CCC2)[C:2]1[CH:7]=[CH:6][CH:5]=[CH:4][CH:3]=1.C1COCC1.FC(F)(F)S(O[C:28]1[CH:36]=[CH:35][C:31]2[CH:32]=[CH:33][O:34][C:30]=2[CH:29]=1)(=O)=O.P([O-])([O-])([O-])=O.[K+].[K+].[K+].COC1C=CC=C(OC)C=1C1C=CC=CC=1P(C1CCCCC1)C1CCCCC1. Product: [CH2:1]([C:28]1[CH:36]=[CH:35][C:31]2[CH:32]=[CH:33][O:34][C:30]=2[CH:29]=1)[C:2]1[CH:7]=[CH:6][CH:5]=[CH:4][CH:3]=1. The catalyst class is: 318. (6) Reactant: [Br:1][C:2]1[CH:3]=[C:4]([NH2:9])[C:5]([Cl:8])=[N:6][CH:7]=1.C(N(C(C)C)CC)(C)C.[CH3:19][S:20](Cl)(=[O:22])=[O:21].C(=O)([O-])[O-].[K+].[K+].C(O)(=O)CC(CC(O)=O)(C(O)=O)O. Product: [Br:1][C:2]1[CH:3]=[C:4]([NH:9][S:20]([CH3:19])(=[O:22])=[O:21])[C:5]([Cl:8])=[N:6][CH:7]=1. The catalyst class is: 46. (7) Reactant: [C:1]([O:5][C:6](=[O:32])[CH2:7][CH2:8][CH:9]1[NH:14][CH2:13][CH2:12][N:11]([C:15]2[C:25]([C:26]#[N:27])=[CH:24][C:18]([C:19]([O:21][CH2:22][CH3:23])=[O:20])=[C:17]([C:28]([F:31])([F:30])[F:29])[N:16]=2)[CH2:10]1)([CH3:4])([CH3:3])[CH3:2].[Cl:33][C:34]1[S:35][C:36]([N:39]=[C:40]=[O:41])=[CH:37][CH:38]=1.O. Product: [C:1]([O:5][C:6](=[O:32])[CH2:7][CH2:8][CH:9]1[N:14]([C:40]([NH:39][C:36]2[S:35][C:34]([Cl:33])=[CH:38][CH:37]=2)=[O:41])[CH2:13][CH2:12][N:11]([C:15]2[C:25]([C:26]#[N:27])=[CH:24][C:18]([C:19]([O:21][CH2:22][CH3:23])=[O:20])=[C:17]([C:28]([F:30])([F:31])[F:29])[N:16]=2)[CH2:10]1)([CH3:2])([CH3:3])[CH3:4]. The catalyst class is: 2.